This data is from Full USPTO retrosynthesis dataset with 1.9M reactions from patents (1976-2016). The task is: Predict the reactants needed to synthesize the given product. (1) The reactants are: [O:1]=[C:2]1[C@@H:7]2[CH2:8][C@@H:4]([CH2:5][N:6]2[C:9]([O:11][C:12]([CH3:15])([CH3:14])[CH3:13])=[O:10])[O:3]1.C(O)(C)C.[NH3:20].CCOCC. Given the product [C:12]([O:11][C:9]([N:6]1[CH2:5][C@@H:4]([OH:3])[CH2:8][C@H:7]1[C:2]([NH2:20])=[O:1])=[O:10])([CH3:15])([CH3:14])[CH3:13], predict the reactants needed to synthesize it. (2) Given the product [Br:1][C:2]1[CH:3]=[C:4]2[C:8](=[CH:9][CH:10]=1)[C:7](=[O:11])[N:27]([CH2:26][CH2:25][C:22]1[CH:23]=[CH:24][C:19]([CH:18]([N:13]3[CH2:17][CH2:16][CH2:15][CH2:14]3)[CH3:31])=[CH:20][CH:21]=1)[C:5]2=[O:12], predict the reactants needed to synthesize it. The reactants are: [Br:1][C:2]1[CH:3]=[C:4]2[C:8](=[CH:9][CH:10]=1)[C:7](=[O:11])O[C:5]2=[O:12].[N:13]1([CH2:18][C:19]2[CH:24]=[CH:23][C:22]([CH2:25][CH2:26][NH2:27])=[CH:21][CH:20]=2)[CH2:17][CH2:16][CH2:15][CH2:14]1.O.[OH-].[Na+].[C:31](O)(=O)C.